Dataset: Reaction yield outcomes from USPTO patents with 853,638 reactions. Task: Predict the reaction yield, written as a fraction of the theoretical maximum amount of product (1.0 means a 100% yield; for example, 0.34 means a 34% yield). (1) The reactants are [CH3:1][O:2][C:3](=[O:11])[C:4]1[CH:9]=[CH:8][C:7]([OH:10])=[CH:6][CH:5]=1.[CH:12]1(O)[CH2:19][CH2:18]C[CH2:16][CH2:15][CH2:14][CH2:13]1. The catalyst is CC([O-])C.CC([O-])C.CC([O-])C.CC([O-])C.[Ti+4].C(OCC)(=O)C. The product is [CH:1]1([O:2][C:3](=[O:11])[C:4]2[CH:9]=[CH:8][C:7]([OH:10])=[CH:6][CH:5]=2)[CH2:16][CH2:15][CH2:14][CH2:13][CH2:12][CH2:19][CH2:18]1. The yield is 0.120. (2) The reactants are [CH3:1][O:2][C:3]([C:5]1[N:6]=[C:7]([C:36]([F:39])([F:38])[F:37])[N:8]2[CH2:13][CH2:12][N:11]([C:14](=[O:35])[CH2:15][C@H:16]([NH:27]C(OC(C)(C)C)=O)[CH2:17][C:18]3[CH:23]=[C:22]([F:24])[C:21]([F:25])=[CH:20][C:19]=3[F:26])[CH2:10][C:9]=12)=[O:4].[ClH:40]. The catalyst is C(OCC)(=O)C. The product is [ClH:40].[CH3:1][O:2][C:3]([C:5]1[N:6]=[C:7]([C:36]([F:39])([F:37])[F:38])[N:8]2[CH2:13][CH2:12][N:11]([C:14](=[O:35])[CH2:15][C@H:16]([NH2:27])[CH2:17][C:18]3[CH:23]=[C:22]([F:24])[C:21]([F:25])=[CH:20][C:19]=3[F:26])[CH2:10][C:9]=12)=[O:4]. The yield is 0.943. (3) The reactants are C([O:8][C:9]1[C:10](=[O:28])[N:11]([CH3:27])[CH:12]=[C:13]([C:15]2[N:20]=[C:19]([C:21]3[CH:26]=[CH:25][CH:24]=[CH:23][CH:22]=3)[CH:18]=[CH:17][N:16]=2)[CH:14]=1)C1C=CC=CC=1.C(S)C.B(F)(F)F.CCOCC. The catalyst is CO. The product is [OH:8][C:9]1[C:10](=[O:28])[N:11]([CH3:27])[CH:12]=[C:13]([C:15]2[N:20]=[C:19]([C:21]3[CH:22]=[CH:23][CH:24]=[CH:25][CH:26]=3)[CH:18]=[CH:17][N:16]=2)[CH:14]=1. The yield is 0.460. (4) The reactants are Cl[CH2:2][C:3]1[CH:4]=[C:5]2[C:14](=[CH:15][CH:16]=1)[C:13](=[O:17])[C:12]1[CH2:11][CH2:10][C:9]([CH3:19])([CH3:18])[CH2:8][C:7]=1[S:6]2.[C-:20]#[N:21].[K+].C1OCCOCCOCCOCCOCCOC1. The catalyst is CN(C)C=O. The product is [C:20]([CH2:2][C:3]1[CH:4]=[C:5]2[C:14](=[CH:15][CH:16]=1)[C:13](=[O:17])[C:12]1[CH2:11][CH2:10][C:9]([CH3:19])([CH3:18])[CH2:8][C:7]=1[S:6]2)#[N:21]. The yield is 0.360. (5) The reactants are [Cl:1][C:2]1[CH:3]=[C:4]([C:12]2[O:16][N:15]=[C:14]([C:17]3[CH:33]=[CH:32][C:20]4[CH2:21][CH2:22][N:23]([CH2:26][C:27]([O:29]CC)=[O:28])[CH2:24][CH2:25][C:19]=4[CH:18]=3)[N:13]=2)[CH:5]=[CH:6][C:7]=1[O:8][CH:9]([CH3:11])[CH3:10].[OH-].[Na+]. The catalyst is CO. The product is [Cl:1][C:2]1[CH:3]=[C:4]([C:12]2[O:16][N:15]=[C:14]([C:17]3[CH:33]=[CH:32][C:20]4[CH2:21][CH2:22][N:23]([CH2:26][C:27]([OH:29])=[O:28])[CH2:24][CH2:25][C:19]=4[CH:18]=3)[N:13]=2)[CH:5]=[CH:6][C:7]=1[O:8][CH:9]([CH3:10])[CH3:11]. The yield is 0.290. (6) The reactants are C[O:2][C:3]1[C:8]([CH3:9])=[CH:7][C:6]([N+:10]([O-:12])=[O:11])=[C:5]([CH3:13])[N:4]=1. The catalyst is Cl. The product is [CH3:9][C:8]1[C:3]([OH:2])=[N:4][C:5]([CH3:13])=[C:6]([N+:10]([O-:12])=[O:11])[CH:7]=1. The yield is 0.940. (7) The catalyst is ClCCl. The product is [CH:1]1([CH2:4][CH2:5][N:6]2[C:11]([OH:12])=[C:10]([C:34]([NH:33][CH2:36][C:37]([OH:39])=[O:38])=[O:35])[C:9](=[O:13])[N:8]([C:14]3[CH:19]=[CH:18][CH:17]=[C:16]([N+:20]([O-:22])=[O:21])[CH:15]=3)[C:7]2=[O:23])[CH2:3][CH2:2]1. The reactants are [CH:1]1([CH2:4][CH2:5][N:6]2[C:11](=[O:12])[CH2:10][C:9](=[O:13])[N:8]([C:14]3[CH:19]=[CH:18][CH:17]=[C:16]([N+:20]([O-:22])=[O:21])[CH:15]=3)[C:7]2=[O:23])[CH2:3][CH2:2]1.C(N(C(C)C)CC)(C)C.[N:33]([CH2:36][C:37]([O:39]CC)=[O:38])=[C:34]=[O:35]. The yield is 0.370.